From a dataset of Full USPTO retrosynthesis dataset with 1.9M reactions from patents (1976-2016). Predict the reactants needed to synthesize the given product. (1) Given the product [CH3:33][O:34][C:35]1[CH:36]=[CH:37][C:38]([NH:43][C:2]2[C:3]3[N:4]([N:30]=[CH:31][N:32]=3)[CH:5]=[C:6]([C:8]3[CH:9]=[C:10]([CH:27]=[CH:28][CH:29]=3)[C:11]([N:13]3[CH2:19][CH2:18][CH2:17][N:16]([C:20]([O:22][C:23]([CH3:26])([CH3:25])[CH3:24])=[O:21])[CH2:15][CH2:14]3)=[O:12])[CH:7]=2)=[N:39][C:40]=1[O:41][CH3:42], predict the reactants needed to synthesize it. The reactants are: Br[C:2]1[C:3]2[N:4]([N:30]=[CH:31][N:32]=2)[CH:5]=[C:6]([C:8]2[CH:9]=[C:10]([CH:27]=[CH:28][CH:29]=2)[C:11]([N:13]2[CH2:19][CH2:18][CH2:17][N:16]([C:20]([O:22][C:23]([CH3:26])([CH3:25])[CH3:24])=[O:21])[CH2:15][CH2:14]2)=[O:12])[CH:7]=1.[CH3:33][O:34][C:35]1[CH:36]=[CH:37][C:38]([NH2:43])=[N:39][C:40]=1[O:41][CH3:42].CC(C1C=C(C(C)C)C(C2C=CC=CC=2P(C2CCCCC2)C2CCCCC2)=C(C(C)C)C=1)C.C([O-])([O-])=O.[Cs+].[Cs+]. (2) Given the product [NH2:1][C:2]1[C:7]([C:8]([NH2:10])=[O:9])=[C:6]([N:11]2[CH2:16][CH2:15][CH:14]([C:17]3[N:18]([CH2:33][CH2:66][NH:67][CH2:68][CH:69]4[CH2:71][CH2:70]4)[CH:19]=[C:20]([C:22]4[CH:27]=[CH:26][C:25]([F:28])=[C:24]([C:29]([F:32])([F:31])[F:30])[CH:23]=4)[N:21]=3)[CH2:13][CH2:12]2)[N:5]=[CH:4][N:3]=1, predict the reactants needed to synthesize it. The reactants are: [NH2:1][C:2]1[C:7]([C:8]([NH2:10])=[O:9])=[C:6]([N:11]2[CH2:16][CH2:15][CH:14]([C:17]3[N:18]([CH3:33])[CH:19]=[C:20]([C:22]4[CH:27]=[CH:26][C:25]([F:28])=[C:24]([C:29]([F:32])([F:31])[F:30])[CH:23]=4)[N:21]=3)[CH2:13][CH2:12]2)[N:5]=[CH:4][N:3]=1.NC1C(C#N)=C(N2CCC(C3N(C[CH2:66][NH:67][CH2:68][CH:69]4[CH2:71][CH2:70]4)C=C(C4C=CC(F)=C(C(F)(F)F)C=4)N=3)CC2)N=CN=1. (3) Given the product [CH3:1][O:2][C:3](=[O:22])[CH2:4][CH2:5][C:6]1[O:21][C:9]([C:11]2[CH:12]=[C:13]([CH:18]=[CH:19][CH:20]=2)[C:14]([O:16][CH3:17])=[O:15])=[N:8][CH:7]=1, predict the reactants needed to synthesize it. The reactants are: [CH3:1][O:2][C:3](=[O:22])[CH2:4][CH2:5][C:6](=[O:21])[CH2:7][NH:8][C:9]([C:11]1[CH:12]=[C:13]([CH:18]=[CH:19][CH:20]=1)[C:14]([O:16][CH3:17])=[O:15])=O.[OH-].COC(NS([N+](CC)(CC)CC)(=O)=O)=O. (4) Given the product [C:25]([O:24][C:23](=[O:29])[NH:22][C@@H:19]1[CH2:20][CH2:21][N:17]([C:2]2[CH:7]=[CH:6][C:5]([S:8](=[O:10])(=[O:9])[NH:11][C:12]3[S:16][N:15]=[CH:14][N:13]=3)=[CH:4][CH:3]=2)[CH2:18]1)([CH3:28])([CH3:26])[CH3:27], predict the reactants needed to synthesize it. The reactants are: Br[C:2]1[CH:7]=[CH:6][C:5]([S:8]([NH:11][C:12]2[S:16][N:15]=[CH:14][N:13]=2)(=[O:10])=[O:9])=[CH:4][CH:3]=1.[NH:17]1[CH2:21][CH2:20][C@@H:19]([NH:22][C:23](=[O:29])[O:24][C:25]([CH3:28])([CH3:27])[CH3:26])[CH2:18]1.C1(C2C=CC=CC=2)C=CC=CC=1P(C(C)(C)C)C(C)(C)C.CC(C)([O-])C.[Na+]. (5) Given the product [CH3:1][N:2]1[CH2:7][CH2:6][N:5]([CH2:8][CH:9]([C:11]2[CH:16]=[CH:15][CH:14]=[CH:13][CH:12]=2)[O:10][C:22]2[CH:23]=[CH:24][C:19]([C:18]([F:27])([F:26])[F:17])=[CH:20][CH:21]=2)[CH2:4][CH2:3]1, predict the reactants needed to synthesize it. The reactants are: [CH3:1][N:2]1[CH2:7][CH2:6][N:5]([CH2:8][CH:9]([C:11]2[CH:16]=[CH:15][CH:14]=[CH:13][CH:12]=2)[OH:10])[CH2:4][CH2:3]1.[F:17][C:18]([F:27])([F:26])[C:19]1[CH:24]=[CH:23][C:22](O)=[CH:21][CH:20]=1.C1(P(C2C=CC=CC=2)C2C=CC=CC=2)C=CC=CC=1.CC(OC(/N=N/C(OC(C)C)=O)=O)C. (6) Given the product [C:12]([OH:16])(=[O:15])[CH:13]=[CH2:14].[NH2:1][C:17]([O:21][CH2:23][CH3:24])=[O:20], predict the reactants needed to synthesize it. The reactants are: [NH2:1]CCC[Si](OC)(OC)OC.[C:12]([OH:16])(=[O:15])[CH:13]=[CH2:14].[C:17]([OH:21])(=[O:20])C=C.C(O)(=O)[CH:23]=[CH2:24].C(C(CO)(CO)CC)O.C(O)(C)C.